This data is from Peptide-MHC class II binding affinity with 134,281 pairs from IEDB. The task is: Regression. Given a peptide amino acid sequence and an MHC pseudo amino acid sequence, predict their binding affinity value. This is MHC class II binding data. (1) The peptide sequence is VMDIISRKDQRGSGQVG. The MHC is DRB1_0701 with pseudo-sequence DRB1_0701. The binding affinity (normalized) is 0.0992. (2) The peptide sequence is PYILLVSSKVSTVKD. The MHC is DRB1_1501 with pseudo-sequence DRB1_1501. The binding affinity (normalized) is 0.714. (3) The binding affinity (normalized) is 0.363. The MHC is DRB1_0401 with pseudo-sequence DRB1_0401. The peptide sequence is HYLALLVKYAAGDGN. (4) The peptide sequence is AAATVGTTVYGAFAA. The MHC is HLA-DPA10103-DPB10401 with pseudo-sequence HLA-DPA10103-DPB10401. The binding affinity (normalized) is 0.392. (5) The peptide sequence is LGLTQPFLGLCAFLA. The MHC is HLA-DQA10501-DQB10302 with pseudo-sequence HLA-DQA10501-DQB10302. The binding affinity (normalized) is 0.508. (6) The peptide sequence is PNYLALLVKYVDGDG. The MHC is HLA-DQA10501-DQB10201 with pseudo-sequence HLA-DQA10501-DQB10201. The binding affinity (normalized) is 0.392.